This data is from Full USPTO retrosynthesis dataset with 1.9M reactions from patents (1976-2016). The task is: Predict the reactants needed to synthesize the given product. Given the product [Cl:44][C:41]1[CH:42]=[CH:43][C:38]([NH:37][C@@H:33]2[CH2:34][CH2:35][CH2:36][NH:31][C@H:32]2[CH3:45])=[N:39][CH:40]=1, predict the reactants needed to synthesize it. The reactants are: C(OC(N1CCCC(NC2N=C(C)C=C(C)N=2)C1C)=O)(C)(C)C.C(OC([N:31]1[CH2:36][CH2:35][CH2:34][C@@H:33]([NH:37][C:38]2[CH:43]=[CH:42][C:41]([Cl:44])=[CH:40][N:39]=2)[C@@H:32]1[CH3:45])=O)(C)(C)C.